From a dataset of TCR-epitope binding with 47,182 pairs between 192 epitopes and 23,139 TCRs. Binary Classification. Given a T-cell receptor sequence (or CDR3 region) and an epitope sequence, predict whether binding occurs between them. (1) The TCR CDR3 sequence is CASSQDPSQSRGYTF. Result: 1 (the TCR binds to the epitope). The epitope is YLNTLTLAV. (2) The epitope is FVDGVPFVV. The TCR CDR3 sequence is CASSQELAGGPNEQFF. Result: 1 (the TCR binds to the epitope). (3) The epitope is YLNTLTLAV. The TCR CDR3 sequence is CASSGLAGVYVTTGELFF. Result: 0 (the TCR does not bind to the epitope). (4) The epitope is GTSGSPIINR. The TCR CDR3 sequence is CASSLFGDPGTDTQYF. Result: 1 (the TCR binds to the epitope). (5) The epitope is TFYLTNDVSFL. The TCR CDR3 sequence is CASSPGLPYEQYF. Result: 0 (the TCR does not bind to the epitope). (6) The epitope is YLNTLTLAV. The TCR CDR3 sequence is CASSLDLPYEQYF. Result: 1 (the TCR binds to the epitope).